This data is from Forward reaction prediction with 1.9M reactions from USPTO patents (1976-2016). The task is: Predict the product of the given reaction. (1) Given the reactants [CH3:1][C:2]1([CH3:9])[C:6]([CH3:8])([CH3:7])[O:5][BH:4][O:3]1.[CH2:10]([O:12][C:13]([C:15]1[N:16]([CH3:25])[C:17]([CH2:23][CH3:24])=[C:18]([C:21]#[N:22])[C:19]=1I)=[O:14])[CH3:11].C(Cl)Cl.C(N(CC)CC)C, predict the reaction product. The product is: [CH2:10]([O:12][C:13]([C:15]1[N:16]([CH3:25])[C:17]([CH2:23][CH3:24])=[C:18]([C:21]#[N:22])[C:19]=1[B:4]1[O:5][C:6]([CH3:8])([CH3:7])[C:2]([CH3:9])([CH3:1])[O:3]1)=[O:14])[CH3:11]. (2) Given the reactants [ClH:1].[CH3:2][NH:3][CH3:4].Cl.[CH2:6]=O.[C:8]([C:11]1[S:12][CH:13]=[CH:14][CH:15]=1)(=[O:10])[CH3:9], predict the reaction product. The product is: [ClH:1].[CH3:2][N:3]([CH2:6][CH2:9][C:8]([C:11]1[S:12][CH:13]=[CH:14][CH:15]=1)=[O:10])[CH3:4]. (3) Given the reactants [CH:1]1([CH2:4][C:5]2[N:6]=[C:7]([CH3:27])[NH:8][C:9](=[O:26])[C:10]=2[CH2:11][C:12]2[CH:17]=[CH:16][C:15]([C:18]3[C:19]([C:24]#[N:25])=[CH:20][CH:21]=[CH:22][CH:23]=3)=[CH:14][CH:13]=2)[CH2:3][CH2:2]1.[C:28]1(B(O)O)[CH:33]=[CH:32][CH:31]=[CH:30][CH:29]=1.[N:37]1C=CC=CC=1.C(N(CC)CC)C.[C:50]([O:53]CC)(=[O:52])C, predict the reaction product. The product is: [CH:1]1([CH2:4][C:5]2[N:6]=[C:7]([CH3:27])[N:8]([C:28]3[CH:33]=[CH:32][CH:31]=[CH:30][CH:29]=3)[C:9](=[O:26])[C:10]=2[CH2:11][C:12]2[CH:17]=[CH:16][C:15]([C:18]3[CH:23]=[CH:22][CH:21]=[CH:20][C:19]=3[C:24]3[NH:37][C:50](=[O:52])[O:53][N:25]=3)=[CH:14][CH:13]=2)[CH2:3][CH2:2]1. (4) Given the reactants [N+:1]([C:4]1[CH:5]=[CH:6][C:7]([CH:10](C(OC)=O)[C:11]([O:13][CH3:14])=[O:12])=[N:8][CH:9]=1)([O-:3])=[O:2].[Na+].[Cl-], predict the reaction product. The product is: [N+:1]([C:4]1[CH:5]=[CH:6][C:7]([CH2:10][C:11]([O:13][CH3:14])=[O:12])=[N:8][CH:9]=1)([O-:3])=[O:2]. (5) Given the reactants [CH2:1]([C:3]([C:7]1[CH:8]=[CH:9][C:10]([OH:17])=[C:11]([NH:13][C:14](=[O:16])[CH3:15])[CH:12]=1)(O)[CH2:4][CH3:5])[CH3:2].[NH:18]1[C:26]2[C:21](=[CH:22][CH:23]=[CH:24][C:25]=2[NH:27][S:28]([CH3:31])(=[O:30])=[O:29])[CH:20]=[CH:19]1.C(O)(C(F)(F)F)=O.C([O-])(O)=O.[Na+], predict the reaction product. The product is: [CH2:1]([C:3]([C:7]1[CH:8]=[CH:9][C:10]([OH:17])=[C:11]([NH:13][C:14](=[O:16])[CH3:15])[CH:12]=1)([C:20]1[C:21]2[C:26](=[C:25]([NH:27][S:28]([CH3:31])(=[O:29])=[O:30])[CH:24]=[CH:23][CH:22]=2)[NH:18][CH:19]=1)[CH2:4][CH3:5])[CH3:2].